From a dataset of Peptide-MHC class I binding affinity with 185,985 pairs from IEDB/IMGT. Regression. Given a peptide amino acid sequence and an MHC pseudo amino acid sequence, predict their binding affinity value. This is MHC class I binding data. (1) The peptide sequence is YEFLQPILL. The MHC is HLA-A23:01 with pseudo-sequence HLA-A23:01. The binding affinity (normalized) is 0.223. (2) The peptide sequence is RQNAAIEAL. The MHC is HLA-B51:01 with pseudo-sequence HLA-B51:01. The binding affinity (normalized) is 0.0847. (3) The peptide sequence is ALNHTKKWK. The MHC is HLA-A33:01 with pseudo-sequence HLA-A33:01. The binding affinity (normalized) is 0.